Dataset: Forward reaction prediction with 1.9M reactions from USPTO patents (1976-2016). Task: Predict the product of the given reaction. (1) Given the reactants [C:1]([O:5][C:6]([N:8]1[CH2:12][CH2:11][CH:10]([CH2:13][CH2:14][C:15]2[CH:20]=[CH:19][C:18]([NH2:21])=[CH:17][CH:16]=2)[CH2:9]1)=[O:7])([CH3:4])([CH3:3])[CH3:2].CN1CCOCC1.CN(C(ON1N=NC2C=CC=CC1=2)=[N+](C)C)C.[B-](F)(F)(F)F.[Cl:51][C:52]1[CH:60]=[CH:59][C:55]([C:56](O)=[O:57])=[CH:54][CH:53]=1, predict the reaction product. The product is: [C:1]([O:5][C:6]([N:8]1[CH2:12][CH2:11][CH:10]([CH2:13][CH2:14][C:15]2[CH:20]=[CH:19][C:18]([NH:21][C:56](=[O:57])[C:55]3[CH:59]=[CH:60][C:52]([Cl:51])=[CH:53][CH:54]=3)=[CH:17][CH:16]=2)[CH2:9]1)=[O:7])([CH3:4])([CH3:2])[CH3:3]. (2) Given the reactants [F:1][CH:2]([F:14])[O:3][C:4]1[N:8]([CH3:9])[N:7]=[C:6]([C:10]([O:12]C)=[O:11])[CH:5]=1.[Li+].[OH-].C(O)(C(F)(F)F)=O, predict the reaction product. The product is: [F:14][CH:2]([F:1])[O:3][C:4]1[N:8]([CH3:9])[N:7]=[C:6]([C:10]([OH:12])=[O:11])[CH:5]=1. (3) Given the reactants Br[C:2]1[C:10]2[CH:9]=[CH:8][S:7][C:6]=2[CH:5]=[CH:4][CH:3]=1.[Mg].II.CON(C)[C:17](=[O:22])[CH2:18][CH:19]1[CH2:21][CH2:20]1, predict the reaction product. The product is: [S:7]1[CH:8]=[CH:9][C:10]2[C:2]([C:17](=[O:22])[CH2:18][CH:19]3[CH2:21][CH2:20]3)=[CH:3][CH:4]=[CH:5][C:6]1=2.